From a dataset of Catalyst prediction with 721,799 reactions and 888 catalyst types from USPTO. Predict which catalyst facilitates the given reaction. (1) Reactant: [Cl:1][C:2]1[CH:3]=[C:4]([C:9]2(O)[CH2:14][CH2:13][N:12](C(OC(C)(C)C)=O)[CH2:11][CH2:10]2)[CH:5]=[CH:6][C:7]=1[Cl:8]. Product: [Cl:1][C:2]1[CH:3]=[C:4]([C:9]2[CH2:14][CH2:13][NH:12][CH2:11][CH:10]=2)[CH:5]=[CH:6][C:7]=1[Cl:8]. The catalyst class is: 55. (2) Reactant: N([O-])=O.[Na+].N[C:6]1[CH:7]=[C:8]2[CH2:23][C@@:13]3([C:21]4[C:16](=[N:17][CH:18]=[CH:19][CH:20]=4)[NH:15][C:14]3=[O:22])[CH2:12][C:9]2=[N:10][CH:11]=1.C1(C)C=CC(S(O)(=O)=O)=CC=1.[I-:35].[K+].[OH-].[Na+].II.S([O-])([O-])(=O)=S.[Na+].[Na+]. Product: [I:35][C:6]1[CH:7]=[C:8]2[CH2:23][C@@:13]3([C:21]4[C:16](=[N:17][CH:18]=[CH:19][CH:20]=4)[NH:15][C:14]3=[O:22])[CH2:12][C:9]2=[N:10][CH:11]=1. The catalyst class is: 192. (3) Reactant: [F:1][C:2]1[CH:7]=[CH:6][C:5]([F:8])=[CH:4][C:3]=1[C@H:9]1[CH2:13][CH2:12][CH2:11][N:10]1[C:14]1[CH:19]=[CH:18][N:17]2[N:20]=[CH:21][C:22]([NH:23][C:24]([N:26]3[CH2:30][CH2:29][C@H:28]([OH:31])[CH2:27]3)=[O:25])=[C:16]2[N:15]=1.[S:32](=[O:36])(=[O:35])([OH:34])[OH:33].C(OC)(C)(C)C. Product: [S:32]([OH:36])([OH:35])(=[O:34])=[O:33].[F:1][C:2]1[CH:7]=[CH:6][C:5]([F:8])=[CH:4][C:3]=1[C@H:9]1[CH2:13][CH2:12][CH2:11][N:10]1[C:14]1[CH:19]=[CH:18][N:17]2[N:20]=[CH:21][C:22]([NH:23][C:24]([N:26]3[CH2:30][CH2:29][C@H:28]([OH:31])[CH2:27]3)=[O:25])=[C:16]2[N:15]=1. The catalyst class is: 14. (4) Reactant: [C:1]1([C:28]2[CH:33]=[CH:32][CH:31]=[CH:30][CH:29]=2)[CH:6]=[CH:5][CH:4]=[CH:3][C:2]=1[CH2:7][C:8]([CH:23]1[CH2:27][CH2:26][CH2:25][CH2:24]1)([CH:10]1[O:15][CH2:14][CH2:13][N:12](CC2C=CC=CC=2)[CH2:11]1)[OH:9].CCN(C(C)C)C(C)C.[Cl:43]C(OC(Cl)C)=O. Product: [ClH:43].[C:1]1([C:28]2[CH:33]=[CH:32][CH:31]=[CH:30][CH:29]=2)[CH:6]=[CH:5][CH:4]=[CH:3][C:2]=1[CH2:7][C:8]([CH:23]1[CH2:24][CH2:25][CH2:26][CH2:27]1)([CH:10]1[O:15][CH2:14][CH2:13][NH:12][CH2:11]1)[OH:9]. The catalyst class is: 2. (5) Reactant: [CH:1]([C:3]1[O:7][C:6]([C:8]([OH:10])=[O:9])=[CH:5][CH:4]=1)=[O:2].[CH2:11](O)[CH3:12].S(=O)(=O)(O)O. Product: [CH:1]([C:3]1[O:7][C:6]([C:8]([O:10][CH2:11][CH3:12])=[O:9])=[CH:5][CH:4]=1)=[O:2]. The catalyst class is: 6. (6) Reactant: [C:1]([C:5]1[N:9]([CH2:10][CH:11]2[CH2:16][CH2:15][O:14][CH2:13][CH2:12]2)[C:8]2[CH:17]=[CH:18][C:19]([S:21](Cl)(=[O:23])=[O:22])=[CH:20][C:7]=2[N:6]=1)([CH3:4])([CH3:3])[CH3:2].[CH:25]1([NH:31][CH3:32])[CH2:30][CH2:29][CH2:28][CH2:27][CH2:26]1. Product: [C:1]([C:5]1[N:9]([CH2:10][CH:11]2[CH2:16][CH2:15][O:14][CH2:13][CH2:12]2)[C:8]2[CH:17]=[CH:18][C:19]([S:21]([N:31]([CH:25]3[CH2:30][CH2:29][CH2:28][CH2:27][CH2:26]3)[CH3:32])(=[O:23])=[O:22])=[CH:20][C:7]=2[N:6]=1)([CH3:4])([CH3:3])[CH3:2]. The catalyst class is: 649. (7) Reactant: [OH:1][C:2]1[CH:15]=[CH:14][CH:13]=[CH:12][C:3]=1[C:4]([NH:6][C:7]1[S:8][CH:9]=[CH:10][N:11]=1)=[O:5].C(N(CC)CC)C.[CH3:23][S:24](Cl)(=[O:26])=[O:25]. Product: [CH3:23][S:24]([O:1][C:2]1[CH:15]=[CH:14][CH:13]=[CH:12][C:3]=1[C:4](=[O:5])[NH:6][C:7]1[S:8][CH:9]=[CH:10][N:11]=1)(=[O:26])=[O:25]. The catalyst class is: 4. (8) Reactant: [C:1]([N:8]1[CH2:13][CH2:12][NH:11][CH2:10][CH2:9]1)([O:3][C:4]([CH3:7])([CH3:6])[CH3:5])=[O:2].[F:14][C:15]([F:26])([F:25])[C:16]1[CH:24]=[CH:23][CH:22]=[CH:21][C:17]=1[C:18](Cl)=[O:19]. Product: [C:4]([O:3][C:1]([N:8]1[CH2:9][CH2:10][N:11]([C:18](=[O:19])[C:17]2[CH:21]=[CH:22][CH:23]=[CH:24][C:16]=2[C:15]([F:14])([F:25])[F:26])[CH2:12][CH2:13]1)=[O:2])([CH3:7])([CH3:6])[CH3:5]. The catalyst class is: 236. (9) Reactant: [I:1][C:2]1[CH:3]=[C:4]2[C:8](=[CH:9][CH:10]=1)[NH:7][CH:6]=[CH:5]2.[F:11][C:12]([F:23])([F:22])[C:13](O[C:13](=[O:14])[C:12]([F:23])([F:22])[F:11])=[O:14]. Product: [I:1][C:2]1[CH:3]=[C:4]2[C:8](=[CH:9][CH:10]=1)[NH:7][CH:6]=[C:5]2[C:13](=[O:14])[C:12]([F:23])([F:22])[F:11]. The catalyst class is: 3. (10) Reactant: C([N:8]1[CH2:12][CH2:11][C:10]([C:26]2[CH:31]=[CH:30][C:29]([C:32]([F:41])([C:37]([F:40])([F:39])[F:38])[C:33]([F:36])([F:35])[F:34])=[CH:28][CH:27]=2)([S:13]([C:16]2[CH:21]=[CH:20][CH:19]=[C:18]([C:22]([F:25])([F:24])[F:23])[CH:17]=2)(=[O:15])=[O:14])[CH2:9]1)C1C=CC=CC=1.Cl. Product: [F:36][C:33]([F:34])([F:35])[C:32]([F:41])([C:29]1[CH:28]=[CH:27][C:26]([C:10]2([S:13]([C:16]3[CH:21]=[CH:20][CH:19]=[C:18]([C:22]([F:23])([F:24])[F:25])[CH:17]=3)(=[O:15])=[O:14])[CH2:11][CH2:12][NH:8][CH2:9]2)=[CH:31][CH:30]=1)[C:37]([F:40])([F:39])[F:38]. The catalyst class is: 563.